Dataset: Forward reaction prediction with 1.9M reactions from USPTO patents (1976-2016). Task: Predict the product of the given reaction. (1) Given the reactants C(OC([CH:8]([NH2:23])[CH2:9][O:10][C:11]1[CH:19]=[C:18]([N+:20]([O-:22])=[O:21])[CH:17]=[CH:16][C:12]=1[C:13](O)=[O:14])=O)(C)(C)C.C(O)(C(F)(F)F)=O.CN1CCOCC1.O.ON1C2C=CC=CC=2N=N1.F[P-](F)(F)(F)(F)F.CN([PH+](N(C)C)N(C)C)C, predict the reaction product. The product is: [N+:20]([C:18]1[CH:17]=[CH:16][C:12]2[C:13](=[O:14])[NH:23][CH2:8][CH2:9][O:10][C:11]=2[CH:19]=1)([O-:22])=[O:21]. (2) Given the reactants Br[CH2:2][C:3]1[CH:4]=[C:5]([C:11]2[CH:16]=[CH:15][CH:14]=[C:13]([Cl:17])[CH:12]=2)[C:6]([O:9][CH3:10])=[N:7][CH:8]=1.[Cl:18][C:19]1[N:24]=[CH:23][C:22](B(O)O)=[CH:21][N:20]=1.C([O-])(O)=O.[Na+], predict the reaction product. The product is: [Cl:18][C:19]1[N:24]=[CH:23][C:22]([CH2:2][C:3]2[CH:8]=[N:7][C:6]([O:9][CH3:10])=[C:5]([C:11]3[CH:16]=[CH:15][CH:14]=[C:13]([Cl:17])[CH:12]=3)[CH:4]=2)=[CH:21][N:20]=1. (3) The product is: [CH3:1][O:2][C:3]1[CH:36]=[C:35]([O:37][CH3:38])[CH:34]=[CH:33][C:4]=1[CH2:5][N:6]1[C:14](=[O:15])[N:13]([CH2:46][CH2:47][N:48]2[CH2:53][CH2:52][O:51][CH2:50][CH2:49]2)[C:12]2[C:7]1=[N:8][C:9]([C:16]1[C:24]3[C:19](=[N:20][CH:21]=[CH:22][CH:23]=3)[N:18]([CH2:25][C:26]3[CH:31]=[CH:30][CH:29]=[CH:28][C:27]=3[F:32])[N:17]=1)=[N:10][CH:11]=2. Given the reactants [CH3:1][O:2][C:3]1[CH:36]=[C:35]([O:37][CH3:38])[CH:34]=[CH:33][C:4]=1[CH2:5][N:6]1[C:14](=[O:15])[NH:13][C:12]2[C:7]1=[N:8][C:9]([C:16]1[C:24]3[C:19](=[N:20][CH:21]=[CH:22][CH:23]=3)[N:18]([CH2:25][C:26]3[CH:31]=[CH:30][CH:29]=[CH:28][C:27]=3[F:32])[N:17]=1)=[N:10][CH:11]=2.C(=O)([O-])[O-].[Cs+].[Cs+].I[CH2:46][CH2:47][N:48]1[CH2:53][CH2:52][O:51][CH2:50][CH2:49]1.O, predict the reaction product. (4) Given the reactants Cl[C:2]1[C:11]2[C:6](=[CH:7][C:8]([O:14][CH3:15])=[C:9]([O:12][CH3:13])[CH:10]=2)[N:5]=[CH:4][N:3]=1.[N+](C1C=CC(O[C:26](=[O:40])[NH:27][C:28]2[CH:33]=[CH:32][C:31]([O:34][CH:35]3[CH2:39][CH2:38][CH2:37][CH2:36]3)=[CH:30][CH:29]=2)=CC=1)([O-])=O.[N+]([N:44]([C:48]1[CH:53]=[CH:52][CH:51]=CC=1)C(=O)[O-])([O-])=O.CC#[N:56], predict the reaction product. The product is: [CH:35]1([O:34][C:31]2[CH:30]=[CH:29][C:28]([NH:27][C:26]([NH:56][CH:52]3[CH2:53][CH2:48][N:44]([C:2]4[C:11]5[C:6](=[CH:7][C:8]([O:14][CH3:15])=[C:9]([O:12][CH3:13])[CH:10]=5)[N:5]=[CH:4][N:3]=4)[CH2:51]3)=[O:40])=[CH:33][CH:32]=2)[CH2:36][CH2:37][CH2:38][CH2:39]1. (5) Given the reactants Br.[CH3:2][C:3]1([CH3:27])[CH2:12][CH2:11][C:10]([CH3:14])([CH3:13])[C:9]2[CH:8]=[C:7]([C:15]3[N:16]=[C:17]([N:20]4[CH2:25][CH2:24][CH:23]([NH2:26])[CH2:22][CH2:21]4)[S:18][CH:19]=3)[CH:6]=[CH:5][C:4]1=2.C([Si](C)(C)O[CH2:34][CH:35]=[O:36])(C)(C)C.CCCC[N+](CCCC)(CCCC)CCCC.[F-].C1C[O:60][CH2:59][CH2:58]1, predict the reaction product. The product is: [OH:60][CH2:59][CH2:58][N:26]([CH:23]1[CH2:24][CH2:25][N:20]([C:17]2[S:18][CH:19]=[C:15]([C:7]3[CH:6]=[CH:5][C:4]4[C:3]([CH3:27])([CH3:2])[CH2:12][CH2:11][C:10]([CH3:13])([CH3:14])[C:9]=4[CH:8]=3)[N:16]=2)[CH2:21][CH2:22]1)[CH2:34][CH2:35][OH:36]. (6) Given the reactants [NH2:1][CH:2]([CH2:14][CH2:15][CH3:16])[C@@H:3]([C:5]1[O:6][C:7]2[CH:13]=[CH:12][CH:11]=[CH:10][C:8]=2[N:9]=1)[OH:4].[F:17][C@@H:18]([CH2:22][CH2:23][C:24]1[CH:29]=[CH:28][CH:27]=[CH:26][CH:25]=1)[C:19](O)=[O:20].C1CN([P+](ON2N=NC3C=CC=CC2=3)(N2CCCC2)N2CCCC2)CC1.F[P-](F)(F)(F)(F)F, predict the reaction product. The product is: [O:6]1[C:7]2[CH:13]=[CH:12][CH:11]=[CH:10][C:8]=2[N:9]=[C:5]1[CH:3]([OH:4])[C@@H:2]([NH:1][C:19](=[O:20])[C@@H:18]([F:17])[CH2:22][CH2:23][C:24]1[CH:25]=[CH:26][CH:27]=[CH:28][CH:29]=1)[CH2:14][CH2:15][CH3:16].